From a dataset of NCI-60 drug combinations with 297,098 pairs across 59 cell lines. Regression. Given two drug SMILES strings and cell line genomic features, predict the synergy score measuring deviation from expected non-interaction effect. (1) Drug 1: COC1=CC(=CC(=C1O)OC)C2C3C(COC3=O)C(C4=CC5=C(C=C24)OCO5)OC6C(C(C7C(O6)COC(O7)C8=CC=CS8)O)O. Drug 2: C1=NC2=C(N=C(N=C2N1C3C(C(C(O3)CO)O)O)F)N. Cell line: A549. Synergy scores: CSS=15.3, Synergy_ZIP=-5.32, Synergy_Bliss=-10.6, Synergy_Loewe=-37.0, Synergy_HSA=-11.0. (2) Drug 1: CC1=C(C(CCC1)(C)C)C=CC(=CC=CC(=CC(=O)O)C)C. Drug 2: C1CNP(=O)(OC1)N(CCCl)CCCl. Cell line: PC-3. Synergy scores: CSS=-0.711, Synergy_ZIP=1.25, Synergy_Bliss=1.01, Synergy_Loewe=-1.27, Synergy_HSA=-1.71. (3) Drug 1: C1=C(C(=O)NC(=O)N1)N(CCCl)CCCl. Drug 2: C1CC(C1)(C(=O)O)C(=O)O.[NH2-].[NH2-].[Pt+2]. Cell line: NCI-H522. Synergy scores: CSS=36.6, Synergy_ZIP=-9.26, Synergy_Bliss=-5.94, Synergy_Loewe=-1.76, Synergy_HSA=0.137. (4) Cell line: MDA-MB-435. Drug 2: CC1C(C(CC(O1)OC2CC(CC3=C2C(=C4C(=C3O)C(=O)C5=CC=CC=C5C4=O)O)(C(=O)C)O)N)O. Drug 1: CC1C(C(CC(O1)OC2CC(CC3=C2C(=C4C(=C3O)C(=O)C5=C(C4=O)C(=CC=C5)OC)O)(C(=O)CO)O)N)O.Cl. Synergy scores: CSS=58.3, Synergy_ZIP=-3.38, Synergy_Bliss=-0.792, Synergy_Loewe=-6.12, Synergy_HSA=2.38. (5) Drug 1: CC(CN1CC(=O)NC(=O)C1)N2CC(=O)NC(=O)C2. Drug 2: CN(C(=O)NC(C=O)C(C(C(CO)O)O)O)N=O. Cell line: HL-60(TB). Synergy scores: CSS=62.9, Synergy_ZIP=-3.82, Synergy_Bliss=-3.91, Synergy_Loewe=-12.2, Synergy_HSA=-1.20. (6) Drug 1: CC1=CC=C(C=C1)C2=CC(=NN2C3=CC=C(C=C3)S(=O)(=O)N)C(F)(F)F. Drug 2: C1=NC2=C(N=C(N=C2N1C3C(C(C(O3)CO)O)O)F)N. Cell line: UACC62. Synergy scores: CSS=-0.330, Synergy_ZIP=2.03, Synergy_Bliss=3.80, Synergy_Loewe=0.395, Synergy_HSA=0.472. (7) Drug 1: C1=C(C(=O)NC(=O)N1)F. Drug 2: CC1=CC=C(C=C1)C2=CC(=NN2C3=CC=C(C=C3)S(=O)(=O)N)C(F)(F)F. Cell line: RPMI-8226. Synergy scores: CSS=65.0, Synergy_ZIP=-10.7, Synergy_Bliss=-23.9, Synergy_Loewe=-27.2, Synergy_HSA=-24.3. (8) Drug 1: C1=CC(=CC=C1CC(C(=O)O)N)N(CCCl)CCCl.Cl. Drug 2: CN1C2=C(C=C(C=C2)N(CCCl)CCCl)N=C1CCCC(=O)O.Cl. Cell line: UACC-257. Synergy scores: CSS=-6.67, Synergy_ZIP=7.69, Synergy_Bliss=-2.58, Synergy_Loewe=-10.4, Synergy_HSA=-7.72.